Dataset: Forward reaction prediction with 1.9M reactions from USPTO patents (1976-2016). Task: Predict the product of the given reaction. Given the reactants [Cl:1][C:2]1[CH:24]=[CH:23][C:5]([CH2:6][NH:7][C:8]([C:10]2[C:11](=[O:22])[C:12]3[CH:19]=[C:18]([CH2:20]Cl)[O:17][C:13]=3[N:14]([CH3:16])[CH:15]=2)=[O:9])=[CH:4][CH:3]=1.[O:25]1[CH:29]=[CH:28][CH:27]=[C:26]1[CH:30]([CH:32]1[CH2:36][CH2:35][CH2:34][NH:33]1)[OH:31], predict the reaction product. The product is: [Cl:1][C:2]1[CH:24]=[CH:23][C:5]([CH2:6][NH:7][C:8]([C:10]2[C:11](=[O:22])[C:12]3[CH:19]=[C:18]([CH2:20][N:33]4[CH2:34][CH2:35][CH2:36][C@@H:32]4[C@H:30]([C:26]4[O:25][CH:29]=[CH:28][CH:27]=4)[OH:31])[O:17][C:13]=3[N:14]([CH3:16])[CH:15]=2)=[O:9])=[CH:4][CH:3]=1.